The task is: Predict the reactants needed to synthesize the given product.. This data is from Full USPTO retrosynthesis dataset with 1.9M reactions from patents (1976-2016). (1) The reactants are: Br[C:2]1[CH:3]=[C:4]([S:11]([NH:14][C:15]2[C:20]([O:21][CH3:22])=[CH:19][C:18]([Cl:23])=[CH:17][N:16]=2)(=[O:13])=[O:12])[CH:5]=[N:6][C:7]=1[N:8]([CH3:10])[CH3:9].[CH3:24][S-:25].[Na+].C([O-])([O-])=O.[K+].[K+]. Given the product [Cl:23][C:18]1[CH:19]=[C:20]([O:21][CH3:22])[C:15]([NH:14][S:11]([C:4]2[CH:5]=[N:6][C:7]([N:8]([CH3:10])[CH3:9])=[C:2]([S:25][CH3:24])[CH:3]=2)(=[O:13])=[O:12])=[N:16][CH:17]=1, predict the reactants needed to synthesize it. (2) Given the product [C:19]([C:18]1[CH:21]=[C:14]([C:11]2[N:10]=[C:9]([C:6]3[CH:5]=[CH:4][C:3]([CH2:1][N:26]4[CH2:29][CH:28]([C:30]([OH:32])=[O:31])[CH2:27]4)=[CH:8][CH:7]=3)[O:13][N:12]=2)[CH:15]=[CH:16][C:17]=1[O:22][CH:23]([CH3:25])[CH3:24])#[N:20], predict the reactants needed to synthesize it. The reactants are: [CH:1]([C:3]1[CH:8]=[CH:7][C:6]([C:9]2[O:13][N:12]=[C:11]([C:14]3[CH:15]=[CH:16][C:17]([O:22][CH:23]([CH3:25])[CH3:24])=[C:18]([CH:21]=3)[C:19]#[N:20])[N:10]=2)=[CH:5][CH:4]=1)=O.[NH:26]1[CH2:29][CH:28]([C:30]([OH:32])=[O:31])[CH2:27]1.C(O)(=O)C.C([BH3-])#N. (3) Given the product [C:20]([O:19][C:17]([C:16]1[CH:24]=[C:25]([C:28]([F:31])([F:29])[F:30])[CH:26]=[CH:27][C:15]=1[CH2:14][O:13][C:12]1[CH:32]=[CH:33][C:9]([C:36]2[CH:41]=[CH:40][CH:39]=[C:38]([CH2:42][C:43]([OH:45])=[O:44])[CH:37]=2)=[CH:10][CH:11]=1)=[O:18])([CH3:23])([CH3:22])[CH3:21], predict the reactants needed to synthesize it. The reactants are: CC1(C)C(C)(C)OB([C:9]2[CH:33]=[CH:32][C:12]([O:13][CH2:14][C:15]3[CH:27]=[CH:26][C:25]([C:28]([F:31])([F:30])[F:29])=[CH:24][C:16]=3[C:17]([O:19][C:20]([CH3:23])([CH3:22])[CH3:21])=[O:18])=[CH:11][CH:10]=2)O1.Br[C:36]1[CH:37]=[C:38]([CH2:42][C:43]([OH:45])=[O:44])[CH:39]=[CH:40][CH:41]=1. (4) Given the product [C:17]([C@@H:18]1[C@@H:7]([OH:8])[C:5]2[C:4](=[CH:3][CH:2]=[CH:1][CH:6]=2)[C:9](=[O:10])[CH2:19]1)(=[O:20])[CH3:16], predict the reactants needed to synthesize it. The reactants are: [CH:1]1[CH:6]=[C:5]([CH:7]=[O:8])[C:4]([CH:9]=[O:10])=[CH:3][CH:2]=1.CN(C=O)C.[CH3:16][C:17](=[O:20])[CH:18]=[CH2:19].C(=O)([O-])[O-].[Cs+].[Cs+]. (5) Given the product [NH4+:3].[C:18]([CH:17]([NH:21][C:2]1[C:11]([C:12]([O-:14])=[O:13])=[CH:10][C:9]2[C:4](=[CH:5][CH:6]=[C:7]([Cl:15])[CH:8]=2)[N:3]=1)[CH2:16][NH:22][C:2]1[C:11]([C:12]([OH:14])=[O:13])=[CH:10][C:9]2[C:4](=[CH:5][CH:6]=[C:7]([Cl:15])[CH:8]=2)[N:3]=1)([OH:20])=[O:19], predict the reactants needed to synthesize it. The reactants are: Cl[C:2]1[C:11]([C:12]([OH:14])=[O:13])=[CH:10][C:9]2[C:4](=[CH:5][CH:6]=[C:7]([Cl:15])[CH:8]=2)[N:3]=1.[CH2:16]([NH2:22])[CH:17]([NH2:21])[C:18]([OH:20])=[O:19].